This data is from Forward reaction prediction with 1.9M reactions from USPTO patents (1976-2016). The task is: Predict the product of the given reaction. (1) Given the reactants [OH:1][C:2]1[C:3]([C:19](=O)[CH3:20])=[CH:4][C:5]2[CH2:11][CH2:10][N:9]([C:12](=[O:17])[C:13]([F:16])([F:15])[F:14])[CH2:8][CH2:7][C:6]=2[CH:18]=1.[N:22]1C=CC=CC=1.C1C=CC(P(C2C=CC=CC=2)C2C=CC=CC=2)=CC=1.CCOC(/N=N/C(OCC)=O)=O, predict the reaction product. The product is: [CH3:20][C:19]1[C:3]2[C:2](=[CH:18][C:6]3[CH2:7][CH2:8][N:9]([C:12](=[O:17])[C:13]([F:16])([F:15])[F:14])[CH2:10][CH2:11][C:5]=3[CH:4]=2)[O:1][N:22]=1. (2) Given the reactants [C:1]1([CH:7]([C:28]2[CH:33]=[CH:32][CH:31]=[CH:30][CH:29]=2)[CH2:8][CH2:9][NH:10][CH2:11][C:12](=[CH2:27])[CH2:13][N:14]2[CH2:19][CH2:18][N:17]([C:20]([O:22][C:23]([CH3:26])([CH3:25])[CH3:24])=[O:21])[CH2:16][CH2:15]2)[CH:6]=[CH:5][CH:4]=[CH:3][CH:2]=1.[CH3:34][OH:35].[N-:36]=[C:37]=O.Cl[CH2:40][Cl:41], predict the reaction product. The product is: [Cl:41][C:40]1[CH:5]=[CH:6][CH:1]=[CH:2][C:3]=1[CH2:37][NH:36][C:34]([N:10]([CH2:11][C:12](=[CH2:27])[CH2:13][N:14]1[CH2:19][CH2:18][N:17]([C:20]([O:22][C:23]([CH3:26])([CH3:25])[CH3:24])=[O:21])[CH2:16][CH2:15]1)[CH2:9][CH2:8][CH:7]([C:1]1[CH:6]=[CH:5][CH:4]=[CH:3][CH:2]=1)[C:28]1[CH:29]=[CH:30][CH:31]=[CH:32][CH:33]=1)=[O:35].